This data is from Full USPTO retrosynthesis dataset with 1.9M reactions from patents (1976-2016). The task is: Predict the reactants needed to synthesize the given product. (1) Given the product [NH2:15][C:9]1[C:10]([C:11]([F:12])([F:14])[F:13])=[C:5]2[C:4]([CH:18]3[CH2:23][CH2:22][N:21]([C:24]([O:26][C:27]([CH3:30])([CH3:28])[CH3:29])=[O:25])[CH2:20][CH2:19]3)=[CH:3][N:2]([CH3:1])[C:6]2=[N:7][CH:8]=1, predict the reactants needed to synthesize it. The reactants are: [CH3:1][N:2]1[C:6]2=[N:7][CH:8]=[C:9]([N+:15]([O-])=O)[C:10]([C:11]([F:14])([F:13])[F:12])=[C:5]2[C:4]([C:18]2[CH2:19][CH2:20][N:21]([C:24]([O:26][C:27]([CH3:30])([CH3:29])[CH3:28])=[O:25])[CH2:22][CH:23]=2)=[CH:3]1. (2) Given the product [CH2:1]1[C:10]2[C:5](=[CH:6][CH:7]=[C:8]([CH2:11][NH2:12])[CH:9]=2)[CH2:4][CH2:3][NH:2]1, predict the reactants needed to synthesize it. The reactants are: [CH2:1]1[C:10]2[C:5](=[CH:6][CH:7]=[C:8]([C:11]#[N:12])[CH:9]=2)[CH2:4][CH2:3][NH:2]1.